Dataset: Full USPTO retrosynthesis dataset with 1.9M reactions from patents (1976-2016). Task: Predict the reactants needed to synthesize the given product. (1) Given the product [C:1]([O:5][C:6]([N:8]1[CH2:11][CH:10]([NH:12][C:24](=[O:25])[CH2:23][CH2:22][CH2:21][Cl:20])[CH2:9]1)=[O:7])([CH3:4])([CH3:2])[CH3:3], predict the reactants needed to synthesize it. The reactants are: [C:1]([O:5][C:6]([N:8]1[CH2:11][CH:10]([NH2:12])[CH2:9]1)=[O:7])([CH3:4])([CH3:3])[CH3:2].C(N(CC)CC)C.[Cl:20][CH2:21][CH2:22][CH2:23][C:24](Cl)=[O:25]. (2) Given the product [Cl:1][C:2]1[S:9][C:8]2[CH:7]=[C:6]([C:10]([NH:15][C@@H:16]3[CH2:24][C:23]4[C:18](=[CH:19][CH:20]=[CH:21][CH:22]=4)[C@H:17]3[C:25]([CH2:34][CH2:35][O:36][CH3:37])([C:30]([O:32][CH3:33])=[O:31])[C:26]([O:28][CH3:29])=[O:27])=[O:12])[NH:5][C:4]=2[C:3]=1[Cl:13], predict the reactants needed to synthesize it. The reactants are: [Cl:1][C:2]1[S:9][C:8]2[CH:7]=[C:6]([C:10]([OH:12])=O)[NH:5][C:4]=2[C:3]=1[Cl:13].Cl.[NH2:15][C@@H:16]1[CH2:24][C:23]2[C:18](=[CH:19][CH:20]=[CH:21][CH:22]=2)[C@H:17]1[C:25]([CH2:34][CH2:35][O:36][CH3:37])([C:30]([O:32][CH3:33])=[O:31])[C:26]([O:28][CH3:29])=[O:27].C(N(CC)CC)C.C1C=CC2N(O)N=NC=2C=1.CCN=C=NCCCN(C)C. (3) Given the product [Cl:1][C:2]1[CH:3]=[C:4]([N:11]([CH3:12])[C:13]2[C:22]3[C:17](=[CH:18][CH:19]=[CH:20][CH:21]=3)[N:16]=[C:15]([CH2:23][N:29]3[C:25](=[O:35])[C:26]4[C:27](=[CH:31][CH:32]=[CH:33][CH:34]=4)[C:28]3=[O:30])[N:14]=2)[CH:5]=[CH:6][C:7]=1[O:8][CH2:9][CH3:10], predict the reactants needed to synthesize it. The reactants are: [Cl:1][C:2]1[CH:3]=[C:4]([N:11]([C:13]2[C:22]3[C:17](=[CH:18][CH:19]=[CH:20][CH:21]=3)[N:16]=[C:15]([CH2:23]Cl)[N:14]=2)[CH3:12])[CH:5]=[CH:6][C:7]=1[O:8][CH2:9][CH3:10].[C:25]1(=[O:35])[NH:29][C:28](=[O:30])[C:27]2=[CH:31][CH:32]=[CH:33][CH:34]=[C:26]12.[K].CCOC(C)=O. (4) Given the product [CH2:20]([C:19]1[C:3]2[C:31](=[O:34])[N:5]([C:12]3[CH:17]=[CH:16][CH:15]=[CH:14][CH:13]=3)[C:6]3[CH:7]=[CH:8][CH:9]=[CH:10][C:11]=3[C:2]=2[NH:30][N:29]=1)[C:21]1[CH:26]=[CH:25][CH:24]=[CH:23][CH:22]=1, predict the reactants needed to synthesize it. The reactants are: O[C:2]1[C:11]2[C:6](=[CH:7][CH:8]=[CH:9][CH:10]=2)[N:5]([C:12]2[CH:17]=[CH:16][CH:15]=[CH:14][CH:13]=2)C(=O)[C:3]=1[C:19](=O)[CH2:20][C:21]1[CH:26]=[CH:25][CH:24]=[CH:23][CH:22]=1.O.[NH2:29][NH2:30].[C:31](=[O:34])([O-])O.[Na+]. (5) The reactants are: C[O:2][C:3]1[CH:4]=[C:5]2[C:15]3[C:10](=[N:11][CH:12]=[CH:13][CH:14]=3)[NH:9][C:6]2=[CH:7][N:8]=1.Cl. Given the product [N:11]1[C:10]2[NH:9][C:6]3[CH:7]=[N:8][C:3]([OH:2])=[CH:4][C:5]=3[C:15]=2[CH:14]=[CH:13][CH:12]=1, predict the reactants needed to synthesize it. (6) The reactants are: [C:1]([C:5]1[CH:10]=[CH:9][C:8]([NH:11][C:12]2[C:13]3[CH2:24][CH2:23][NH:22][CH2:21][C:14]=3[N:15]=[C:16]([CH2:18][O:19][CH3:20])[N:17]=2)=[CH:7][CH:6]=1)([CH3:4])([CH3:3])[CH3:2].[Cl:25][C:26]1[C:31]([Cl:32])=[CH:30][CH:29]=[CH:28][N:27]=1.C(=O)([O-])[O-].[K+].[K+]. Given the product [ClH:25].[C:1]([C:5]1[CH:6]=[CH:7][C:8]([NH:11][C:12]2[C:13]3[CH2:24][CH2:23][N:22]([C:26]4[C:31]([Cl:32])=[CH:30][CH:29]=[CH:28][N:27]=4)[CH2:21][C:14]=3[N:15]=[C:16]([CH2:18][O:19][CH3:20])[N:17]=2)=[CH:9][CH:10]=1)([CH3:4])([CH3:2])[CH3:3], predict the reactants needed to synthesize it.